Dataset: Forward reaction prediction with 1.9M reactions from USPTO patents (1976-2016). Task: Predict the product of the given reaction. (1) Given the reactants C([O:8]C([NH:11][C@H:12]([C:16]([O:18][CH2:19][CH2:20][O:21][CH2:22][N:23]1[CH:30]=[C:29]([CH3:31])[C:27](=[O:28])[NH:26][C:24]1=[O:25])=[O:17])[CH:13]([CH3:15])[CH3:14])=O)C1C=CC=CC=1.CO.[ClH:34], predict the reaction product. The product is: [OH2:8].[ClH:34].[NH2:11][C@H:12]([C:16]([O:18][CH2:19][CH2:20][O:21][CH2:22][N:23]1[CH:30]=[C:29]([CH3:31])[C:27](=[O:28])[NH:26][C:24]1=[O:25])=[O:17])[CH:13]([CH3:14])[CH3:15]. (2) Given the reactants [Br-].[C:2]([C:5]1[CH:6]=[N+:7]([CH2:23][C:24]2[CH:29]=[CH:28][CH:27]=[CH:26][C:25]=2[CH3:30])[CH:8]=[CH:9][C:10]=1[CH2:11][CH:12]1[CH2:20][C:19]2[C:14](=[CH:15][CH:16]=[C:17]([Cl:21])[CH:18]=2)[C:13]1=[O:22])(=[O:4])[CH3:3].C1C(C(N)=O)=CN(CC2C=CC=CC=2)C=C1, predict the reaction product. The product is: [C:2]([C:5]1[CH:10]([CH2:11][CH:12]2[CH2:20][C:19]3[C:14](=[CH:15][CH:16]=[C:17]([Cl:21])[CH:18]=3)[C:13]2=[O:22])[CH:9]=[CH:8][N:7]([CH2:23][C:24]2[CH:29]=[CH:28][CH:27]=[CH:26][C:25]=2[CH3:30])[CH:6]=1)(=[O:4])[CH3:3]. (3) Given the reactants [F:1][C:2]1([F:24])[CH2:7][CH2:6][CH:5]([CH2:8][NH:9][C:10]([C:12]2[C:13]3[CH:14]=[CH:15][C:16](Cl)=[N:17][C:18]=3[CH:19]=[CH:20][C:21]=2[Cl:22])=[O:11])[CH2:4][CH2:3]1.[CH2:25]([OH:28])[C:26]#[CH:27], predict the reaction product. The product is: [F:1][C:2]1([F:24])[CH2:7][CH2:6][CH:5]([CH2:8][NH:9][C:10]([C:12]2[C:13]3[CH:14]=[CH:15][C:16]([C:27]#[C:26][CH2:25][OH:28])=[N:17][C:18]=3[CH:19]=[CH:20][C:21]=2[Cl:22])=[O:11])[CH2:4][CH2:3]1.